This data is from Reaction yield outcomes from USPTO patents with 853,638 reactions. The task is: Predict the reaction yield, written as a fraction of the theoretical maximum amount of product (1.0 means a 100% yield; for example, 0.34 means a 34% yield). (1) The reactants are [C:1]([C:3]1[CH:8]=[CH:7][CH:6]=[CH:5][C:4]=1[S:9]([N:12]1[CH2:18][CH2:17][CH2:16][CH:15]([NH:19][C:20](=[O:27])[C@H:21]([CH2:23][CH:24]([CH3:26])[CH3:25])[NH2:22])[CH2:14][CH2:13]1)(=[O:11])=[O:10])#[N:2].[S:28]1[C:32]2[CH:33]=[CH:34][CH:35]=[CH:36][C:31]=2[CH:30]=[C:29]1[C:37](O)=[O:38].C(Cl)CCl.C1C=CC2N(O)N=NC=2C=1.C(N(CC)CC)C. The catalyst is C(Cl)Cl. The product is [C:1]([C:3]1[CH:8]=[CH:7][CH:6]=[CH:5][C:4]=1[S:9]([N:12]1[CH2:18][CH2:17][CH2:16][CH:15]([NH:19][C:20]([C@@H:21]([NH:22][C:37]([C:29]2[S:28][C:32]3[CH:33]=[CH:34][CH:35]=[CH:36][C:31]=3[CH:30]=2)=[O:38])[CH2:23][CH:24]([CH3:25])[CH3:26])=[O:27])[CH2:14][CH2:13]1)(=[O:11])=[O:10])#[N:2]. The yield is 0.810. (2) The reactants are Br[C:2]1[CH:3]=[C:4]2[C:8](=[CH:9][CH:10]=1)[N:7]([CH3:11])[N:6]=[CH:5]2.[B:12]1([B:12]2[O:16][C:15]([CH3:18])([CH3:17])[C:14]([CH3:20])([CH3:19])[O:13]2)[O:16][C:15]([CH3:18])([CH3:17])[C:14]([CH3:20])([CH3:19])[O:13]1.C([O-])(=O)C.[K+]. The catalyst is CS(C)=O. The product is [CH3:19][C:14]1([CH3:20])[C:15]([CH3:18])([CH3:17])[O:16][B:12]([C:2]2[CH:3]=[C:4]3[C:8](=[CH:9][CH:10]=2)[N:7]([CH3:11])[N:6]=[CH:5]3)[O:13]1. The yield is 0.860. (3) The reactants are [Cl:1][C:2]1[CH:10]=[C:9]2[C:5](/[C:6](=[CH:20]/[C:21]3[CH:26]=[CH:25][CH:24]=[C:23]([Cl:27])[CH:22]=3)/[C:7](=[O:19])[N:8]2[CH2:11][O:12][CH2:13][CH2:14][Si](C)(C)C)=[CH:4][CH:3]=1.[C:28]([CH:31]=[N:32][C:33]([O:35][Si:36]([CH3:39])([CH3:38])[CH3:37])=[CH2:34])([CH3:30])=[CH2:29]. The catalyst is C1(C)C=CC=CC=1. The product is [Cl:1][C:2]1[CH:10]=[C:9]2[NH:8][C:7](=[O:19])[C:6]3([CH:20]([C:21]4[CH:26]=[CH:25][CH:24]=[C:23]([Cl:27])[CH:22]=4)[CH2:34][C:33](=[O:35])[NH:32][CH:31]3[C:28]([CH3:30])=[CH2:29])[C:5]2=[CH:4][CH:3]=1.[CH3:11][O:12][CH:13]([Si:36]([CH3:37])([CH3:38])[CH3:39])[CH3:14]. The yield is 0.330. (4) The reactants are [Br:1][C:2]1[C:7](=[O:8])[N:6]([C:9]2[CH:10]=[C:11]([CH:20]=[CH:21][C:22]=2[CH3:23])[C:12]([NH:14][CH2:15][C:16]([NH:18]C)=[O:17])=[O:13])[C:5]([CH3:24])=[N:4][C:3]=1[O:25][CH2:26][C:27]1[CH:32]=[CH:31][C:30]([F:33])=[CH:29][C:28]=1[F:34].Cl.[CH3:36]NC(=O)CN. No catalyst specified. The product is [NH2:18][C:16]([C@@H:15]([NH:14][C:12](=[O:13])[C:11]1[CH:20]=[CH:21][C:22]([CH3:23])=[C:9]([N:6]2[C:7](=[O:8])[C:2]([Br:1])=[C:3]([O:25][CH2:26][C:27]3[CH:32]=[CH:31][C:30]([F:33])=[CH:29][C:28]=3[F:34])[N:4]=[C:5]2[CH3:24])[CH:10]=1)[CH3:36])=[O:17]. The yield is 0.450. (5) The product is [C:34]([O:37][C:38]([N:14]([CH2:15][CH:16]1[CH2:18][CH2:17]1)[CH2:13][C@H:9]([C:6]1[CH:5]=[CH:4][C:3]([Cl:2])=[CH:8][CH:7]=1)[C:10]([OH:12])=[O:11])=[O:39])([CH3:36])([CH3:35])[CH3:33]. The yield is 0.730. The catalyst is O. The reactants are Cl.[Cl:2][C:3]1[CH:8]=[CH:7][C:6]([C@@H:9]([CH2:13][NH:14][CH2:15][CH:16]2[CH2:18][CH2:17]2)[C:10]([OH:12])=[O:11])=[CH:5][CH:4]=1.CC#N.O.O.O.O.O.[OH-].C[N+](C)(C)C.[CH3:33][C:34]([O:37][C:38](O[C:38]([O:37][C:34]([CH3:36])([CH3:35])[CH3:33])=[O:39])=[O:39])([CH3:36])[CH3:35]. (6) The reactants are [N:1]1([CH:7]2[CH2:12][CH2:11][CH:10]([O:13][C:14]3[C:25]4[C:24]5[C@@H:23]([CH2:26][CH2:27][OH:28])[CH2:22][CH2:21][C:20]=5[S:19][C:18]=4[N:17]=[CH:16][N:15]=3)[CH2:9][CH2:8]2)[CH2:6][CH2:5][O:4][CH2:3][CH2:2]1.CC(OI1(OC(C)=O)(OC(C)=O)OC(=O)C2C=CC=CC1=2)=O. The catalyst is ClCCl.C(=O)(O)[O-].[Na+]. The product is [N:1]1([CH:7]2[CH2:8][CH2:9][CH:10]([O:13][C:14]3[C:25]4[C:24]5[C@@H:23]([CH2:26][CH:27]=[O:28])[CH2:22][CH2:21][C:20]=5[S:19][C:18]=4[N:17]=[CH:16][N:15]=3)[CH2:11][CH2:12]2)[CH2:2][CH2:3][O:4][CH2:5][CH2:6]1. The yield is 0.690. (7) The reactants are [F:1][C:2]1[CH:3]=[C:4]([C@H:8](O)[C@@H:9]2[CH2:14][CH2:13][CH2:12][N:11]([C:15]([O:17][C:18]([CH3:21])([CH3:20])[CH3:19])=[O:16])[CH2:10]2)[CH:5]=[CH:6][CH:7]=1.C(Br)(Br)(Br)[Br:24].C1(P(C2C=CC=CC=2)C2C=CC=CC=2)C=CC=CC=1. The catalyst is C(Cl)Cl. The product is [Br:24][CH:8]([C:4]1[CH:5]=[CH:6][CH:7]=[C:2]([F:1])[CH:3]=1)[C@@H:9]1[CH2:14][CH2:13][CH2:12][N:11]([C:15]([O:17][C:18]([CH3:21])([CH3:20])[CH3:19])=[O:16])[CH2:10]1. The yield is 0.420. (8) The reactants are [NH2:1][C:2]1[C:7]([C:8]2[O:12][N:11]=[C:10]([CH2:13][C:14]3[CH:19]=[CH:18][C:17]([OH:20])=[CH:16][CH:15]=3)[CH:9]=2)=[CH:6][CH:5]=[CH:4][N:3]=1.[OH-].[Na+].[F:23][C:24]1[CH:31]=[CH:30][C:27]([CH2:28]Br)=[CH:26][CH:25]=1. The catalyst is CO. The product is [F:23][C:24]1[CH:31]=[CH:30][C:27]([CH2:28][O:20][C:17]2[CH:18]=[CH:19][C:14]([CH2:13][C:10]3[CH:9]=[C:8]([C:7]4[C:2]([NH2:1])=[N:3][CH:4]=[CH:5][CH:6]=4)[O:12][N:11]=3)=[CH:15][CH:16]=2)=[CH:26][CH:25]=1. The yield is 0.390.